From a dataset of TCR-epitope binding with 47,182 pairs between 192 epitopes and 23,139 TCRs. Binary Classification. Given a T-cell receptor sequence (or CDR3 region) and an epitope sequence, predict whether binding occurs between them. The epitope is RQLLFVVEV. The TCR CDR3 sequence is CASSHPQGAGNQPQHF. Result: 1 (the TCR binds to the epitope).